The task is: Predict the reactants needed to synthesize the given product.. This data is from Full USPTO retrosynthesis dataset with 1.9M reactions from patents (1976-2016). (1) Given the product [CH3:10][C@@H:7]1[N:6]2[C:5]3[C:14]([C:13]([C:12]([C:17]([OH:19])=[O:18])=[CH:11]2)=[O:16])=[CH:15][C:2]([F:1])=[C:3]([N:25]2[CH2:26][CH2:27][N:22]([CH3:21])[CH2:23][CH2:24]2)[C:4]=3[O:9][CH2:8]1, predict the reactants needed to synthesize it. The reactants are: [F:1][C:2]1[C:3](F)=[C:4]2[O:9][CH2:8][C@H:7]([CH3:10])[N:6]3[CH:11]=[C:12]([C:17]([OH:19])=[O:18])[C:13](=[O:16])[C:14]([CH:15]=1)=[C:5]23.[CH3:21][N:22]1[CH2:27][CH2:26][NH:25][CH2:24][CH2:23]1.CCCCCCC. (2) Given the product [Cl:27][C:23]1[CH:24]=[N:25][CH:26]=[C:19]([C:16]2[CH:17]=[CH:18][C:13]([OH:12])=[CH:14][CH:15]=2)[C:20]=1[C:21]#[N:22], predict the reactants needed to synthesize it. The reactants are: B(Br)(Br)Br.C([O:12][C:13]1[CH:18]=[CH:17][C:16]([C:19]2[CH:26]=[N:25][CH:24]=[C:23]([Cl:27])[C:20]=2[C:21]#[N:22])=[CH:15][CH:14]=1)C1C=CC=CC=1.C(=O)(O)[O-].[Na+]. (3) Given the product [C:10]([C:9]([C:4]1[CH:5]=[CH:6][C:7]([Cl:8])=[C:2]([Cl:1])[CH:3]=1)([CH2:18][CH2:28][C:26]([O:25][CH3:24])=[O:27])[CH2:16][CH2:15][C:14]([O:13][CH3:12])=[O:17])#[N:11], predict the reactants needed to synthesize it. The reactants are: [Cl:1][C:2]1[CH:3]=[C:4]([CH2:9][C:10]#[N:11])[CH:5]=[CH:6][C:7]=1[Cl:8].[CH3:12][O:13][C:14](=[O:17])[CH:15]=[CH2:16].[CH2:18](O)CCC.C[CH2:24][O:25][C:26]([CH3:28])=[O:27].CCCCCCC.